From a dataset of Catalyst prediction with 721,799 reactions and 888 catalyst types from USPTO. Predict which catalyst facilitates the given reaction. (1) Reactant: [CH2:1]([O:3][CH2:4][C:5](Cl)=O)[CH3:2].[NH2:8][C:9]1[CH:10]=[N:11][C:12]2[C:17]([C:18]=1[NH:19][CH2:20][C:21]1([NH:27][C:28](=[O:34])[O:29][C:30]([CH3:33])([CH3:32])[CH3:31])[CH2:26][CH2:25][CH2:24][CH2:23][CH2:22]1)=[CH:16][CH:15]=[CH:14][CH:13]=2.[OH-].[Na+]. The catalyst class is: 40. Product: [CH2:1]([O:3][CH2:4][C:5]1[N:19]([CH2:20][C:21]2([NH:27][C:28](=[O:34])[O:29][C:30]([CH3:32])([CH3:31])[CH3:33])[CH2:26][CH2:25][CH2:24][CH2:23][CH2:22]2)[C:18]2[C:17]3[CH:16]=[CH:15][CH:14]=[CH:13][C:12]=3[N:11]=[CH:10][C:9]=2[N:8]=1)[CH3:2]. (2) Reactant: ClC(Cl)(O[C:5](=[O:11])OC(Cl)(Cl)Cl)Cl.C1(C)C=CC=CC=1.[F:20][C:21]([F:30])([F:29])[C:22]1[CH:23]=[C:24]([CH:26]=[CH:27][CH:28]=1)[NH2:25]. Product: [N:25]([C:24]1[CH:26]=[CH:27][CH:28]=[C:22]([C:21]([F:20])([F:29])[F:30])[CH:23]=1)=[C:5]=[O:11]. The catalyst class is: 4. (3) Reactant: [CH3:1][O:2][C:3]1[CH:8]=[CH:7][CH:6]=[C:5]([N+:9]([O-:11])=[O:10])[C:4]=1[CH3:12].[Br:13]N1C(=O)CCC1=O.C(OO)(C)(C)C. Product: [CH3:1][O:2][C:3]1[CH:8]=[CH:7][CH:6]=[C:5]([N+:9]([O-:11])=[O:10])[C:4]=1[CH2:12][Br:13]. The catalyst class is: 53. (4) Reactant: [CH3:1][CH:2]1[CH2:8][CH2:7][NH:6][CH2:5][C:4]2[N:9]=[C:10]([C:12]3[CH:17]=[CH:16][CH:15]=[CH:14][N:13]=3)[O:11][C:3]1=2.CC(C1C=C(C(C)C)C(C2C=CC=CC=2P(C2CCCCC2)C2CCCCC2)=C(C(C)C)C=1)C.Br[C:53]1[CH:54]=[C:55]([CH:58]=[C:59]([F:61])[CH:60]=1)[C:56]#[N:57]. Product: [F:61][C:59]1[CH:58]=[C:55]([CH:54]=[C:53]([N:6]2[CH2:7][CH2:8][CH:2]([CH3:1])[C:3]3[O:11][C:10]([C:12]4[CH:17]=[CH:16][CH:15]=[CH:14][N:13]=4)=[N:9][C:4]=3[CH2:5]2)[CH:60]=1)[C:56]#[N:57]. The catalyst class is: 101. (5) Reactant: [C:1](Cl)(=[O:5])[C:2](Cl)=[O:3].[CH3:7]S(C)=O.[CH3:11][C:12]([CH2:14]C(O)(C)C)=O.O[C@H:20]1[O:28][C@H:27]([CH2:29][OH:30])[C@@H:25]([OH:26])[C@H:23]([OH:24])[C@H:21]1O.[Cl-].[NH4+]. Product: [CH3:11][C:12]1([CH3:14])[O:5][CH:1]([C@H:23]2[O:24][C@@H:29]3[O:30][C:20]([CH3:21])([CH3:7])[O:28][C@@H:27]3[C:25]2=[O:26])[CH2:2][O:3]1. The catalyst class is: 884.